Regression. Given two drug SMILES strings and cell line genomic features, predict the synergy score measuring deviation from expected non-interaction effect. From a dataset of NCI-60 drug combinations with 297,098 pairs across 59 cell lines. (1) Drug 1: C1=C(C(=O)NC(=O)N1)F. Drug 2: CC1C(C(CC(O1)OC2CC(CC3=C2C(=C4C(=C3O)C(=O)C5=C(C4=O)C(=CC=C5)OC)O)(C(=O)CO)O)N)O.Cl. Cell line: UACC-257. Synergy scores: CSS=54.7, Synergy_ZIP=5.19, Synergy_Bliss=4.78, Synergy_Loewe=6.11, Synergy_HSA=8.00. (2) Drug 2: COCCOC1=C(C=C2C(=C1)C(=NC=N2)NC3=CC=CC(=C3)C#C)OCCOC.Cl. Drug 1: C(CC(=O)O)C(=O)CN.Cl. Synergy scores: CSS=26.4, Synergy_ZIP=-1.70, Synergy_Bliss=2.79, Synergy_Loewe=-0.306, Synergy_HSA=2.42. Cell line: IGROV1. (3) Drug 1: CNC(=O)C1=NC=CC(=C1)OC2=CC=C(C=C2)NC(=O)NC3=CC(=C(C=C3)Cl)C(F)(F)F. Drug 2: C1CNP(=O)(OC1)N(CCCl)CCCl. Cell line: SR. Synergy scores: CSS=4.81, Synergy_ZIP=-3.31, Synergy_Bliss=-2.29, Synergy_Loewe=-1.78, Synergy_HSA=-1.39. (4) Synergy scores: CSS=-1.09, Synergy_ZIP=-1.53, Synergy_Bliss=-4.33, Synergy_Loewe=-4.68, Synergy_HSA=-4.67. Cell line: OVCAR3. Drug 2: CS(=O)(=O)OCCCCOS(=O)(=O)C. Drug 1: CN1C(=O)N2C=NC(=C2N=N1)C(=O)N. (5) Drug 1: CC(C)(C#N)C1=CC(=CC(=C1)CN2C=NC=N2)C(C)(C)C#N. Drug 2: C1CN(CCN1C(=O)CCBr)C(=O)CCBr. Cell line: BT-549. Synergy scores: CSS=15.8, Synergy_ZIP=-5.32, Synergy_Bliss=-1.57, Synergy_Loewe=-1.86, Synergy_HSA=-1.95. (6) Cell line: NCI/ADR-RES. Synergy scores: CSS=13.0, Synergy_ZIP=-7.38, Synergy_Bliss=-0.559, Synergy_Loewe=-10.9, Synergy_HSA=-0.859. Drug 2: C1=CC(=CC=C1CCCC(=O)O)N(CCCl)CCCl. Drug 1: CC1=CC2C(CCC3(C2CCC3(C(=O)C)OC(=O)C)C)C4(C1=CC(=O)CC4)C. (7) Drug 1: CN(C)N=NC1=C(NC=N1)C(=O)N. Cell line: LOX IMVI. Drug 2: C#CCC(CC1=CN=C2C(=N1)C(=NC(=N2)N)N)C3=CC=C(C=C3)C(=O)NC(CCC(=O)O)C(=O)O. Synergy scores: CSS=34.5, Synergy_ZIP=-14.1, Synergy_Bliss=-18.3, Synergy_Loewe=-17.0, Synergy_HSA=-15.7. (8) Cell line: NCI-H460. Drug 1: CC1=CC=C(C=C1)C2=CC(=NN2C3=CC=C(C=C3)S(=O)(=O)N)C(F)(F)F. Synergy scores: CSS=-1.81, Synergy_ZIP=1.14, Synergy_Bliss=1.61, Synergy_Loewe=-0.168, Synergy_HSA=-0.170. Drug 2: COCCOC1=C(C=C2C(=C1)C(=NC=N2)NC3=CC=CC(=C3)C#C)OCCOC.Cl.